Task: Predict the reactants needed to synthesize the given product.. Dataset: Full USPTO retrosynthesis dataset with 1.9M reactions from patents (1976-2016) (1) Given the product [Cl:34][C:33]1[C:28]2[C:27]3[C:22](=[CH:23][CH:24]=[N:25][CH:26]=3)[N:21]=[C:20]([NH:38][C:37]3[C:36]([Cl:35])=[CH:42][C:41]([I:43])=[CH:40][C:39]=3[Cl:44])[C:29]=2[CH:30]=[CH:31][N:32]=1.[Cl:35][C:36]1[CH:42]=[C:41]([I:43])[CH:40]=[C:39]([Cl:44])[C:37]=1[NH:38][C:2]1[C:11]2[CH:12]=[CH:13][N:14]=[C:15]([O:16][CH2:17][CH3:18])[C:10]=2[C:9]2[C:4](=[CH:5][CH:6]=[N:7][CH:8]=2)[N:3]=1, predict the reactants needed to synthesize it. The reactants are: Cl[C:2]1[C:11]2[CH:12]=[CH:13][N:14]=[C:15]([O:16][CH2:17][CH3:18])[C:10]=2[C:9]2[C:4](=[CH:5][CH:6]=[N:7][CH:8]=2)[N:3]=1.Cl[C:20]1[C:29]2[CH:30]=[CH:31][N:32]=[C:33]([Cl:34])[C:28]=2[C:27]2[C:22](=[CH:23][CH:24]=[N:25][CH:26]=2)[N:21]=1.[Cl:35][C:36]1[CH:42]=[C:41]([I:43])[CH:40]=[C:39]([Cl:44])[C:37]=1[NH2:38].CC(C)([O-])C.[Na+]. (2) Given the product [OH:6][C@@H:5]([CH2:4][OH:3])[C:7]([N:9]1[CH2:14][CH2:13][C:12]([C:15]2[C:20]([F:21])=[CH:19][C:18]([N:22]3[CH2:26][C@H:25]([CH2:27][N:28]4[CH:32]=[CH:31][N:30]=[N:29]4)[O:24][C:23]3=[O:33])=[CH:17][C:16]=2[F:34])=[CH:11][CH2:10]1)=[O:8], predict the reactants needed to synthesize it. The reactants are: CC1(C)[O:6][C@H:5]([C:7]([N:9]2[CH2:14][CH2:13][C:12]([C:15]3[C:20]([F:21])=[CH:19][C:18]([N:22]4[CH2:26][C@H:25]([CH2:27][N:28]5[CH:32]=[CH:31][N:30]=[N:29]5)[O:24][C:23]4=[O:33])=[CH:17][C:16]=3[F:34])=[CH:11][CH2:10]2)=[O:8])[CH2:4][O:3]1.Cl. (3) Given the product [CH3:1][O:2][C:3](=[O:16])[C:4]1[CH:9]=[C:8]([C:10](=[O:13])[CH2:11][CH3:12])[C:7]([F:14])=[CH:6][C:5]=1[O:15][CH2:28][C:29]1[CH:34]=[CH:33][CH:32]=[CH:31][CH:30]=1, predict the reactants needed to synthesize it. The reactants are: [CH3:1][O:2][C:3](=[O:16])[C:4]1[CH:9]=[C:8]([C:10](=[O:13])[CH2:11][CH3:12])[C:7]([F:14])=[CH:6][C:5]=1[OH:15].CN(C)C=O.C(=O)([O-])[O-].[K+].[K+].[CH2:28](Br)[C:29]1[CH:34]=[CH:33][CH:32]=[CH:31][CH:30]=1. (4) Given the product [C:15]1([C:2]2[NH:3][CH:4]=[C:5]([CH:7]=[O:8])[CH:6]=2)[CH:20]=[CH:19][CH:18]=[CH:17][CH:16]=1, predict the reactants needed to synthesize it. The reactants are: Br[C:2]1[NH:3][CH:4]=[C:5]([CH:7]=[O:8])[CH:6]=1.C([O-])([O-])=O.[Na+].[Na+].[C:15]1(B(O)O)[CH:20]=[CH:19][CH:18]=[CH:17][CH:16]=1.C(Cl)Cl. (5) Given the product [NH2:1][C:2]1[N:7]=[C:6]([C:8]2[CH:9]=[CH:10][C:11]([Cl:14])=[CH:12][CH:13]=2)[N:5]=[C:4]([C:15]([OH:17])=[O:16])[C:3]=1[Cl:18], predict the reactants needed to synthesize it. The reactants are: [NH2:1][C:2]1[N:7]=[C:6]([C:8]2[CH:13]=[CH:12][C:11]([Cl:14])=[CH:10][CH:9]=2)[N:5]=[C:4]([C:15]([OH:17])=[O:16])[CH:3]=1.[Cl:18]N1C(=O)CCC1=O.O. (6) Given the product [C:15]([C@@H:16]([NH:28][C:29](=[O:35])[O:30][C:31]([CH3:32])([CH3:34])[CH3:33])[CH2:17][C:18]1[CH:19]=[CH:20][C:21]([O:24][CH:25]([CH3:27])[CH3:26])=[CH:22][CH:23]=1)#[N:14], predict the reactants needed to synthesize it. The reactants are: ClC(Cl)(Cl)C(OC(=O)C(Cl)(Cl)Cl)=O.[NH2:14][C:15](=O)[C@@H:16]([NH:28][C:29](=[O:35])[O:30][C:31]([CH3:34])([CH3:33])[CH3:32])[CH2:17][C:18]1[CH:23]=[CH:22][C:21]([O:24][CH:25]([CH3:27])[CH3:26])=[CH:20][CH:19]=1.C(N(CC)CC)C.